This data is from Reaction yield outcomes from USPTO patents with 853,638 reactions. The task is: Predict the reaction yield, written as a fraction of the theoretical maximum amount of product (1.0 means a 100% yield; for example, 0.34 means a 34% yield). (1) The reactants are [CH2:1]([O:8][C:9]1[C:24]([O:25][CH3:26])=[CH:23][C:12]([CH2:13][C:14]2[C:22]3[C:17](=[N:18][CH:19]=[CH:20][CH:21]=3)[NH:16][CH:15]=2)=[C:11]([F:27])[CH:10]=1)[C:2]1[CH:7]=[CH:6][CH:5]=[CH:4][CH:3]=1.[H-].[Na+].[CH:30]([Si:33](Cl)([CH:37]([CH3:39])[CH3:38])[CH:34]([CH3:36])[CH3:35])([CH3:32])[CH3:31].O. The catalyst is CN(C)C=O. The product is [CH2:1]([O:8][C:9]1[C:24]([O:25][CH3:26])=[CH:23][C:12]([CH2:13][C:14]2[C:22]3[C:17](=[N:18][CH:19]=[CH:20][CH:21]=3)[N:16]([Si:33]([CH:37]([CH3:39])[CH3:38])([CH:34]([CH3:36])[CH3:35])[CH:30]([CH3:32])[CH3:31])[CH:15]=2)=[C:11]([F:27])[CH:10]=1)[C:2]1[CH:3]=[CH:4][CH:5]=[CH:6][CH:7]=1. The yield is 0.660. (2) The reactants are [F:1][C:2]1[CH:15]=[CH:14][C:5]([O:6][C:7]2[CH:13]=[CH:12][CH:11]=[CH:10][C:8]=2[NH2:9])=[C:4]([O:16][CH3:17])[CH:3]=1.Cl[C:19]([C:21]1[CH:30]=[CH:29][C:24]([C:25]([O:27][CH3:28])=[O:26])=[CH:23][CH:22]=1)=[O:20].N1C=CC=CC=1. The catalyst is C1C=CC=CC=1.CN(C1C=CN=CC=1)C. The product is [F:1][C:2]1[CH:15]=[CH:14][C:5]([O:6][C:7]2[CH:13]=[CH:12][CH:11]=[CH:10][C:8]=2[NH:9][C:19]([C:21]2[CH:30]=[CH:29][C:24]([C:25]([O:27][CH3:28])=[O:26])=[CH:23][CH:22]=2)=[O:20])=[C:4]([O:16][CH3:17])[CH:3]=1. The yield is 0.940. (3) The reactants are C(N(C1C=CC(Cl)=CC=1)[C@H:5]1[C:14]2[C:9](=[CH:10][CH:11]=[CH:12][CH:13]=2)[N:8]([C:15]([C:17]2[CH:32]=[CH:31][C:20]([O:21][CH:22]3[CH2:27][CH2:26][CH:25]([C:28](O)=[O:29])[CH2:24][CH2:23]3)=[CH:19][CH:18]=2)=[O:16])[C@@H:7]([CH3:33])[CH2:6]1)(=O)C.[CH:41]1[CH:42]=[CH:43][C:44]2[N:49](O)N=N[C:45]=2[CH:46]=1.CCN=C=NCCCN(C)C.[Cl-:62].[NH4+:63].C1C[O:67][CH2:66][CH2:65]1. The catalyst is CN(C=O)C.C(OCC)(=O)C. The product is [C:66]([N:49]([C:44]1[CH:43]=[CH:42][C:41]([Cl:62])=[CH:46][CH:45]=1)[C@H:5]1[C:14]2[C:9](=[CH:10][CH:11]=[CH:12][CH:13]=2)[N:8]([C:15]([C:17]2[CH:32]=[CH:31][C:20]([O:21][CH:22]3[CH2:27][CH2:26][CH:25]([C:28]([NH2:63])=[O:29])[CH2:24][CH2:23]3)=[CH:19][CH:18]=2)=[O:16])[C@@H:7]([CH3:33])[CH2:6]1)(=[O:67])[CH3:65]. The yield is 0.710. (4) The reactants are Br[C:2]1[CH:3]=[C:4]2[C:8](=[CH:9][CH:10]=1)[CH:7]([N:11]1[CH2:16][CH2:15][N:14]([C:17]([O:19][C:20]([CH3:23])([CH3:22])[CH3:21])=[O:18])[CH2:13][CH2:12]1)[CH2:6][CH2:5]2.CS(C)=[O:26].N#N.C1(P([C:53]2[CH:58]=CC=CC=2)CCCP(C2C=CC=CC=2)C2C=CC=CC=2)C=CC=CC=1.[CH2:59]([OH:61])C. The product is [CH2:58]([O:26][C:59]([C:2]1[CH:3]=[C:4]2[C:8](=[CH:9][CH:10]=1)[CH:7]([N:11]1[CH2:16][CH2:15][N:14]([C:17]([O:19][C:20]([CH3:23])([CH3:22])[CH3:21])=[O:18])[CH2:13][CH2:12]1)[CH2:6][CH2:5]2)=[O:61])[CH3:53]. The catalyst is C([O-])(=O)C.[Pd+2].C([O-])(=O)C.C(N(CC)CC)C. The yield is 0.790. (5) The reactants are [CH3:1][O:2][C:3]1[CH:4]=[C:5]([CH:7]=[CH:8][C:9]=1[C:10]1[O:14][N:13]=[C:12]([CH3:15])[N:11]=1)[NH2:6].[C:16](N1C=CC=CC1=O)(N1C=CC=CC1=O)=[S:17]. The catalyst is ClCCl. The product is [N:6]([C:5]1[CH:7]=[CH:8][C:9]([C:10]2[O:14][N:13]=[C:12]([CH3:15])[N:11]=2)=[C:3]([O:2][CH3:1])[CH:4]=1)=[C:16]=[S:17]. The yield is 0.890.